Dataset: Forward reaction prediction with 1.9M reactions from USPTO patents (1976-2016). Task: Predict the product of the given reaction. (1) Given the reactants [NH:1]1[C:5]([C:6]2[CH:7]=[C:8]([CH:10]=[CH:11][CH:12]=2)[NH2:9])=[N:4][N:3]=[N:2]1.[C:13]([C:15]1[CH:16]=[C:17]([CH:21]=[CH:22][CH:23]=1)[C:18](O)=[O:19])#[N:14], predict the reaction product. The product is: [C:13]([C:15]1[CH:16]=[C:17]([CH:21]=[CH:22][CH:23]=1)[C:18]([NH:9][C:8]1[CH:10]=[CH:11][CH:12]=[C:6]([C:5]2[NH:1][N:2]=[N:3][N:4]=2)[CH:7]=1)=[O:19])#[N:14]. (2) Given the reactants C1C2NC3C(=CC=CC=3)SC=2C=CC=1C(O)=[O:16].[C:18]([N:21]1[C:27]2[CH:28]=[CH:29][CH:30]=[CH:31][C:26]=2[CH2:25][CH2:24][C:23]2[CH:32]=[CH:33][C:34]([C:36](=[O:38])C)=[CH:35][C:22]1=2)(=[O:20])[CH3:19], predict the reaction product. The product is: [C:18]([N:21]1[C:27]2[CH:28]=[CH:29][CH:30]=[CH:31][C:26]=2[CH2:25][CH2:24][C:23]2[CH:32]=[CH:33][C:34]([C:36]([OH:16])=[O:38])=[CH:35][C:22]1=2)(=[O:20])[CH3:19]. (3) Given the reactants Cl[C:2]1[N:6]2[C:7]3[CH:30]=[CH:29][C:28]([Cl:31])=[CH:27][C:8]=3[C@@H:9]([C:17]3[CH:22]=[CH:21][CH:20]=[C:19]([O:23][CH3:24])[C:18]=3[O:25][CH3:26])[O:10][C@H:11]([CH2:12][CH2:13][C:14](O)=[O:15])[C:5]2=[CH:4][CH:3]=1.Cl.O=[C:34]1[CH2:39][N:38]([CH2:40][C:41]([O:43][CH2:44][CH3:45])=[O:42])[CH2:37][CH2:36][NH:35]1.Cl.C(N=C=NCCCN(C)C)C.[OH:58]N1C2C=CC=CC=2N=N1, predict the reaction product. The product is: [Cl:31][C:28]1[CH:29]=[CH:30][C:7]2[N:6]3[CH:2]=[CH:3][CH:4]=[C:5]3[C@@H:11]([CH2:12][CH2:13][C:14]([N:35]3[CH2:36][CH2:37][N:38]([CH2:40][C:41]([O:43][CH2:44][CH3:45])=[O:42])[C:39](=[O:58])[CH2:34]3)=[O:15])[O:10][C@H:9]([C:17]3[CH:22]=[CH:21][CH:20]=[C:19]([O:23][CH3:24])[C:18]=3[O:25][CH3:26])[C:8]=2[CH:27]=1. (4) Given the reactants [NH2:1][C:2]1[CH:12]=[CH:11][C:10]([CH3:13])=[CH:9][C:3]=1[C:4]([O:6][CH2:7][CH3:8])=[O:5].[Br:14][C:15]1[C:20]([CH3:21])=[CH:19][C:18](I)=[CH:17][N:16]=1, predict the reaction product. The product is: [Br:14][C:15]1[N:16]=[CH:17][C:18]([NH:1][C:2]2[CH:12]=[CH:11][C:10]([CH3:13])=[CH:9][C:3]=2[C:4]([O:6][CH2:7][CH3:8])=[O:5])=[CH:19][C:20]=1[CH3:21]. (5) Given the reactants [CH3:1][S:2]([CH3:5])(=[O:4])=[O:3].[F:6][C:7]([F:24])([F:23])[C:8]1[CH:9]=[C:10](/[CH:14]=[N:15]/[C:16](=[O:22])[O:17][C:18]([CH3:21])([CH3:20])[CH3:19])[CH:11]=[CH:12][CH:13]=1, predict the reaction product. The product is: [CH3:1][S:2]([CH2:5][CH:14]([NH:15][C:16](=[O:22])[O:17][C:18]([CH3:20])([CH3:19])[CH3:21])[C:10]1[CH:11]=[CH:12][CH:13]=[C:8]([C:7]([F:24])([F:23])[F:6])[CH:9]=1)(=[O:4])=[O:3]. (6) Given the reactants [F:1][C:2]([F:41])([F:40])[C:3]1[CH:4]=[CH:5][C:6]([NH:9][C:10]([C:12]2[C:16]([CH3:17])=[C:15]([C:18]3[CH:23]=[CH:22][C:21]([O:24][Si:25]([C:28]([CH3:31])([CH3:30])[CH3:29])([CH3:27])[CH3:26])=[CH:20][CH:19]=3)[N:14]([C:32]3[CH:37]=[CH:36][C:35]([Cl:38])=[CH:34][C:33]=3[Cl:39])[N:13]=2)=[O:11])=[N:7][CH:8]=1.[Br:42]N1C(=O)CCC1=O.CC(N=NC(C#N)(C)C)(C#N)C, predict the reaction product. The product is: [F:41][C:2]([F:1])([F:40])[C:3]1[CH:4]=[CH:5][C:6]([NH:9][C:10]([C:12]2[C:16]([CH2:17][Br:42])=[C:15]([C:18]3[CH:19]=[CH:20][C:21]([O:24][Si:25]([C:28]([CH3:30])([CH3:31])[CH3:29])([CH3:27])[CH3:26])=[CH:22][CH:23]=3)[N:14]([C:32]3[CH:37]=[CH:36][C:35]([Cl:38])=[CH:34][C:33]=3[Cl:39])[N:13]=2)=[O:11])=[N:7][CH:8]=1.